From a dataset of Catalyst prediction with 721,799 reactions and 888 catalyst types from USPTO. Predict which catalyst facilitates the given reaction. (1) Reactant: Cl[C:2]1[S:6][N:5]=[C:4]([S:7][CH3:8])[N:3]=1.[F:9][C:10]1[CH:15]=[CH:14][CH:13]=[CH:12][C:11]=1B(O)O.C(=O)([O-])[O-].[Na+].[Na+].[Cl-].[Na+]. Product: [CH3:8][S:7][C:4]1[N:3]=[C:2]([C:11]2[CH:12]=[CH:13][CH:14]=[CH:15][C:10]=2[F:9])[S:6][N:5]=1. The catalyst class is: 57. (2) Reactant: C[O:2][C:3]([CH:5]1[CH2:9][CH:8]([NH:10][C:11]([O:13][C:14]([CH3:17])([CH3:16])[CH3:15])=[O:12])[CH2:7][N:6]1[CH2:18][C:19]1[CH:24]=[CH:23][CH:22]=[CH:21][CH:20]=1)=[O:4].[Li+].[OH-]. Product: [CH2:18]([N:6]1[CH2:7][CH:8]([NH:10][C:11]([O:13][C:14]([CH3:16])([CH3:17])[CH3:15])=[O:12])[CH2:9][CH:5]1[C:3]([OH:4])=[O:2])[C:19]1[CH:24]=[CH:23][CH:22]=[CH:21][CH:20]=1. The catalyst class is: 20. (3) Reactant: CCN(C(C)C)C(C)C.OC(C(F)(F)F)=O.[O:17]=[C:18]([N:35]1[CH2:40][CH2:39][NH:38][CH2:37][CH2:36]1)[CH2:19][NH:20][C:21]([C:23]1[CH:28]=[CH:27][C:26]([C:29]2[CH:34]=[CH:33][CH:32]=[CH:31][CH:30]=2)=[CH:25][CH:24]=1)=[O:22].C1C=CC2N(O)N=NC=2C=1.CCN=C=NCCCN(C)C.Cl.[C:63](O)(=[O:70])[C:64]1[CH:69]=[CH:68][CH:67]=[CH:66][CH:65]=1. Product: [C:63]([N:38]1[CH2:39][CH2:40][N:35]([C:18](=[O:17])[CH2:19][NH:20][C:21]([C:23]2[CH:24]=[CH:25][C:26]([C:29]3[CH:34]=[CH:33][CH:32]=[CH:31][CH:30]=3)=[CH:27][CH:28]=2)=[O:22])[CH2:36][CH2:37]1)(=[O:70])[C:64]1[CH:69]=[CH:68][CH:67]=[CH:66][CH:65]=1. The catalyst class is: 18. (4) Product: [Cl:1][C:2]1[N:7]=[C:6]([N:16]2[CH2:21][CH2:20][O:19][CH2:18][CH2:17]2)[CH:5]=[CH:4][N:3]=1. The catalyst class is: 8. Reactant: [Cl:1][C:2]1[N:7]=[C:6](Cl)[CH:5]=[CH:4][N:3]=1.C(N(CC)CC)C.[NH:16]1[CH2:21][CH2:20][O:19][CH2:18][CH2:17]1. (5) Reactant: [O:1]=[C:2]1[C:10](=[C:11]2[CH:20]=[CH:19][C:18]3[C:13](=[CH:14][CH:15]=[CH:16][CH:17]=3)[NH:12]2)[C:9]2[C:4](=[CH:5][CH:6]=[C:7]([C:21]([O:23]C(=O)C)=[O:22])[CH:8]=2)[NH:3]1.[OH-].[Na+].Cl. Product: [O:1]=[C:2]1[C:10](=[C:11]2[CH:20]=[CH:19][C:18]3[C:13](=[CH:14][CH:15]=[CH:16][CH:17]=3)[NH:12]2)[C:9]2[C:4](=[CH:5][CH:6]=[C:7]([C:21]([OH:23])=[O:22])[CH:8]=2)[NH:3]1. The catalyst class is: 5. (6) Reactant: [C:1]([C:5]1[CH:10]=[CH:9][CH:8]=[C:7]([C:11]([CH3:14])([CH3:13])[CH3:12])[C:6]=1[OH:15])([CH3:4])([CH3:3])[CH3:2].[NH:16]1[CH2:21][CH2:20][CH2:19][CH2:18][CH2:17]1.[CH:22](=O)[C:23]1[CH:28]=[CH:27][CH:26]=[CH:25][CH:24]=1. Product: [C:11]([C:7]1[CH:8]=[C:9]([CH:22]([C:23]2[CH:28]=[CH:27][CH:26]=[CH:25][CH:24]=2)[N:16]2[CH2:21][CH2:20][CH2:19][CH2:18][CH2:17]2)[CH:10]=[C:5]([C:1]([CH3:4])([CH3:3])[CH3:2])[C:6]=1[OH:15])([CH3:14])([CH3:13])[CH3:12]. The catalyst class is: 8.